This data is from Drug-target binding data from BindingDB using IC50 measurements. The task is: Regression. Given a target protein amino acid sequence and a drug SMILES string, predict the binding affinity score between them. We predict pIC50 (pIC50 = -log10(IC50 in M); higher means more potent). Dataset: bindingdb_ic50. (1) The drug is CSCCNc1nc(SCCC(F)(F)F)nc2c1ncn2[C@@H]1O[C@H](COP(=O)(O)OP(=O)(O)C(Cl)(Cl)P(=O)(O)O)[C@@H](O)[C@H]1O. The target protein (Q9H244) has sequence MQAVDNLTSAPGNTSLCTRDYKITQVLFPLLYTVLFFVGLITNGLAMRIFFQIRSKSNFIIFLKNTVISDLLMILTFPFKILSDAKLGTGPLRTFVCQVTSVIFYFTMYISISFLGLITIDRYQKTTRPFKTSNPKNLLGAKILSVVIWAFMFLLSLPNMILTNRQPRDKNVKKCSFLKSEFGLVWHEIVNYICQVIFWINFLIVIVCYTLITKELYRSYVRTRGVGKVPRKKVNVKVFIIIAVFFICFVPFHFARIPYTLSQTRDVFDCTAENTLFYVKESTLWLTSLNACLDPFIYFFLCKSFRNSLISMLKCPNSATSLSQDNRKKEQDGGDPNEETPM. The pIC50 is 9.3. (2) The drug is N[C@@H](CSC(c1ccccc1)(c1ccccc1)c1ccccc1)C(=O)O. The target protein sequence is MASQPNSSAKKKEEKGKNIQVVVRCRPFNLAERKASAHSIVECDPVRKEVSVRTGGLADKSSRKTYTFDMVFGASTKQIDVYRSVVCPILDEVIMGYNCTIFAYGQTGTGKTFTMEGERSPNEEYTWEEDPLAGIIPRTLHQIFEKLTDNGTEFSVKVSLLEIYNEELFDLLNPSSDVSERLQMFDDPRNKRGVIIKGLEEITVHNKDEVYQILEKGAAKRTTAATLMNAYSSRSHSVFSVTIHMKETTIDGEELVKIGKLNLVDLAGSENIGRSGAVDKRAREAGNINQSLLTLGRVITALVERTPHVPYRESKLTRILQDSLGGRTRTSIIATISPASLNLEETLSTLEYAHRAKNILNKPEVNQKLTKKALIKEYTEEIERLKRDLAAAREKNGVYISEENFRVMSGKLTVQEEQIVELIEKIGAVEEELNRVTELFMDNKNELDQCKSDLQNKTQELETTQKHLQETKLQLVKEEYITSALESTEEKLHDAASKLL.... The pIC50 is 5.7. (3) The drug is C[C@@H]1[C@H]2C3=CC[C@@H]4[C@@]5(C)C[C@@H](O)[C@H](O)C(C)(C)[C@@H]5CC[C@@]4(C)[C@]3(C)CC[C@@]2(C(=O)O)CC[C@H]1C. The target protein (P06746) has sequence MSKRKAPQETLNGGITDMLTELANFEKNVSQAIHKYNAYRKAASVIAKYPHKIKSGAEAKKLPGVGTKIAEKIDEFLATGKLRKLEKIRQDDTSSSINFLTRVSGIGPSAARKFVDEGIKTLEDLRKNEDKLNHHQRIGLKYFGDFEKRIPREEMLQMQDIVLNEVKKVDSEYIATVCGSFRRGAESSGDMDVLLTHPSFTSESTKQPKLLHQVVEQLQKVHFITDTLSKGETKFMGVCQLPSKNDEKEYPHRRIDIRLIPKDQYYCGVLYFTGSDIFNKNMRAHALEKGFTINEYTIRPLGVTGVAGEPLPVDSEKDIFDYIQWKYREPKDRSE. The pIC50 is 4.9. (4) The compound is COc1cc(Br)c(CNc2ccc(C(F)(F)F)c(O[C@H]3CCN(C)C3)c2)cc1OC. The target protein (Q8VIH9) has sequence MALSLESTSFPMLAVSRSTASELPGGFNVSHNSSWTGPTDPSSLQDLVATGVIGAVLSTMGVVGVVGNVYTLVVMCRFLRASASMYVYVVNLALADLLYLLSIPFIVATYVTKDWHFGDVGCRVLFSLDFLTMHASIFTLTIMSSERYAAVLRPLDTVQRSKGYRKLLALGTWLLALLLTLPMMLAIRLVRRGSKSLCLPAWGPRAHRTYLTLLFGTSIVGPGLVIGLLYIRLARAYWLSQQASFKQTRRLPNPRVLYLILGIVLLFWACFLPFWLWQLLAQYHQAMPLTPETARIINYLTACLTYGNSCINPFLYTLLTKNYREYLRGRQRSLGSSCRGPGSAGSFLSSRVHLQQDSGRSLSSNSQQATETLVLSPVPPNGAFV. The pIC50 is 5.2. (5) The compound is CNC(CO)c1ccc(/C=C2\CCC/C(=C\c3ccc(C(CO)NC)cc3)C2=O)cc1. The target protein sequence is MTGGMFGRKGQKIKGTVVLMPKNVLDFNAITSVGKGSAKDTATDFLGKGLDALGHAVDALTAFAGHSISLQLISATQTDGSGKGKVGNEAYLEKHLPTLPTLGARQEAFDINFEWDASFGIPGAFYIKNFMTDEFFLVSVKLEDIPNHGTINFVCNSWVYNFKSYKKNRIFFVNDTYLPSATPGPLVKYRQEELEVLRGDGTGKRRDFDRIYDYDIYNDLGNPDGGDPRPIIGGSSNYPYPRRVRTGREKTRKDPNSEKPGEIYVPRDENFGHLKSSDFLTYGIKSLSQNVIPLFKSIILNLRVTSSEFDSFDEVRGLFEGGIKLPTNILSQISPLPVLKEIFRTDGENTLQFPPPHVIRVSKSGWMTDDEFAREMIAGVNPNVIRRLQEFPPKSTLDPATYGDQTSTITKQQLEINLGGVTVEEAISAHRLFILDYHDAFFPYLTKINSLPIAKAYATRTILFLKDDGSLKPLAIELSKPATVSKVVLPATEGVESTIW.... The pIC50 is 4.1.